Predict the reaction yield, written as a fraction of the theoretical maximum amount of product (1.0 means a 100% yield; for example, 0.34 means a 34% yield). From a dataset of Reaction yield outcomes from USPTO patents with 853,638 reactions. (1) The reactants are Br[C:2]1[CH:14]=[CH:13][C:5]([C:6]([O:8][C:9]([CH3:12])([CH3:11])[CH3:10])=[O:7])=[C:4]([F:15])[CH:3]=1.[Li]CCCC.CN([CH:24]=[O:25])C. The catalyst is C1COCC1. The product is [F:15][C:4]1[CH:3]=[C:2]([CH:24]=[O:25])[CH:14]=[CH:13][C:5]=1[C:6]([O:8][C:9]([CH3:12])([CH3:11])[CH3:10])=[O:7]. The yield is 0.610. (2) The reactants are [CH3:1][C:2]1[CH:7]=[CH:6][C:5]([N:8]2[CH2:13][CH2:12][N:11]([C:14]([O:16][CH2:17][C@@H:18]3[CH2:23][CH2:22][CH2:21][N:20]([CH3:24])[CH2:19]3)=[O:15])[CH2:10][CH2:9]2)=[CH:4][CH:3]=1.CN1CCOCC1.ClC(OC1C=CC=CC=1[N+]([O-])=O)=O.Cl.Cl.CC1C=CC(N2CCNCC2)=CC=1.CCN(C(C)C)C(C)C. The catalyst is C(Cl)Cl.CN(C=O)C. The product is [CH3:1][C:2]1[CH:7]=[CH:6][C:5]([N:8]2[CH2:13][CH2:12][N:11]([C:14]([O:16][CH2:17][C@H:18]3[CH2:23][CH2:22][CH2:21][N:20]([CH3:24])[CH2:19]3)=[O:15])[CH2:10][CH2:9]2)=[CH:4][CH:3]=1. The yield is 0.135.